From a dataset of M1 muscarinic receptor agonist screen with 61,833 compounds. Binary Classification. Given a drug SMILES string, predict its activity (active/inactive) in a high-throughput screening assay against a specified biological target. (1) The compound is s1c2CCCCCc2c(c1NC(=O)C)C#N. The result is 0 (inactive). (2) The compound is S(=O)(=O)(N1C(CCCC1)C)c1c2ncccc2ccc1. The result is 0 (inactive).